This data is from HIV replication inhibition screening data with 41,000+ compounds from the AIDS Antiviral Screen. The task is: Binary Classification. Given a drug SMILES string, predict its activity (active/inactive) in a high-throughput screening assay against a specified biological target. (1) The compound is Cc1cc(NS(=O)(=O)c2ccc(Nc3c4ccccc4nc4ccc(C(=O)Nc5ccc(S(=O)(=O)NC(=N)N)cc5)cc34)cc2)no1. The result is 0 (inactive). (2) The result is 0 (inactive). The molecule is CCCCCCCCCCCCC(O)C1CCC(C(O)CCCCC(O)CCCCCC2CC(CC(C)=O)C(=O)O2)O1. (3) The molecule is Nc1ncnc2[nH]c(CO)nc12. The result is 0 (inactive). (4) The drug is CCOC(=O)C(=Cc1ccc(C(=O)OC)cc1)N(CC)CC. The result is 0 (inactive). (5) The compound is Cc1ccc(S(=O)(=O)Nc2nnc(S(N)(=O)=O)s2)cc1. The result is 0 (inactive). (6) The drug is C[n+]1c(-c2ccc(C=NNc3n[nH]c(=S)n3NN=Cc3ccc(-c4cn5ccccc5[n+]4C)cc3)cc2)cn2ccccc21.[Br-]. The result is 1 (active).